This data is from Reaction yield outcomes from USPTO patents with 853,638 reactions. The task is: Predict the reaction yield, written as a fraction of the theoretical maximum amount of product (1.0 means a 100% yield; for example, 0.34 means a 34% yield). (1) The yield is 0.940. The catalyst is [NH4+].[Cl-].CO.[Zn]. The reactants are [NH2:1][C:2]1[S:6][N:5]=[C:4]([C:7]2[CH:12]=[CH:11][C:10]([N+:13]([O-])=O)=[CH:9][CH:8]=2)[C:3]=1[C:16]([NH2:18])=[O:17].[NH4+].[Cl-]. The product is [NH2:1][C:2]1[S:6][N:5]=[C:4]([C:7]2[CH:8]=[CH:9][C:10]([NH2:13])=[CH:11][CH:12]=2)[C:3]=1[C:16]([NH2:18])=[O:17]. (2) The yield is 0.880. The catalyst is CN(C=O)C.CN(C1C=CN=CC=1)C. The reactants are [C:1]([C:4]1[CH:5]=[C:6]([C:21]2[C:22]([CH3:27])=[N:23][O:24][C:25]=2[CH3:26])[C:7]([F:20])=[C:8]2[C:16]=1[NH:15][C:14]1[CH:13]=[C:12]([C:17](O)=[O:18])[CH:11]=[CH:10][C:9]2=1)(=[O:3])[NH2:2].CN(C(ON1N=NC2C=CC(=CC1=2)Cl)=[N+](C)C)C.F[P-](F)(F)(F)(F)F.[CH3:53][C@H:54]1[O:59][C@@H:58]([CH3:60])[CH2:57][NH:56][CH2:55]1.[Li+].[Cl-]. The product is [CH3:27][C:22]1[C:21]([C:6]2[CH:5]=[C:4]([C:1]([NH2:2])=[O:3])[C:16]3[NH:15][C:14]4[C:9]([C:8]=3[C:7]=2[F:20])=[CH:10][CH:11]=[C:12]([C:17]([N:56]2[CH2:55][C@H:54]([CH3:53])[O:59][C@H:58]([CH3:60])[CH2:57]2)=[O:18])[CH:13]=4)=[C:25]([CH3:26])[O:24][N:23]=1. (3) The reactants are [CH3:1][O:2][C:3](=[O:21])[C:4]1[CH:9]=[C:8]([N+:10]([O-])=O)[CH:7]=[C:6]([N:13]2[CH:18]=[CH:17][C:16]([CH3:19])=[CH:15][C:14]2=[O:20])[CH:5]=1.Cl[Sn]Cl. The catalyst is CO. The product is [CH3:1][O:2][C:3](=[O:21])[C:4]1[CH:5]=[C:6]([N:13]2[CH:18]=[CH:17][C:16]([CH3:19])=[CH:15][C:14]2=[O:20])[CH:7]=[C:8]([NH2:10])[CH:9]=1. The yield is 1.00. (4) The reactants are [CH2:1]([O:8][C:9]([N:11]([CH2:13][C:14]1[CH:19]=[CH:18][C:17]([CH:20]2[C:29](=O)[C:28]3[C:27]([C:31](OC)=[O:32])=[CH:26][CH:25]=[CH:24][C:23]=3[NH:22][CH:21]2[C:35]2[CH:40]=[CH:39][CH:38]=[CH:37][CH:36]=2)=[CH:16][CH:15]=1)[CH3:12])=[O:10])[C:2]1[CH:7]=[CH:6][CH:5]=[CH:4][CH:3]=1.O.[NH2:42][NH2:43]. The catalyst is CO. The product is [CH3:12][N:11]([CH2:13][C:14]1[CH:15]=[CH:16][C:17]([CH:20]2[C:29]3=[N:42][NH:43][C:31](=[O:32])[C:27]4[CH:26]=[CH:25][CH:24]=[C:23]([C:28]=43)[NH:22][CH:21]2[C:35]2[CH:40]=[CH:39][CH:38]=[CH:37][CH:36]=2)=[CH:18][CH:19]=1)[C:9](=[O:10])[O:8][CH2:1][C:2]1[CH:7]=[CH:6][CH:5]=[CH:4][CH:3]=1. The yield is 0.160. (5) The reactants are [C:1]([C:5]1[CH:10]=[CH:9][C:8]([C:11]2[S:12][CH:13]=[C:14]([C:17]([CH3:19])=[O:18])[C:15]=2[OH:16])=[CH:7][CH:6]=1)([CH3:4])([CH3:3])[CH3:2].[Br:20]N1C(=O)CCC1=O.O. The catalyst is C(Cl)(Cl)Cl.C(OOC(=O)C1C=CC=CC=1)(=O)C1C=CC=CC=1. The product is [Br:20][C:13]1[S:12][C:11]([C:8]2[CH:7]=[CH:6][C:5]([C:1]([CH3:4])([CH3:2])[CH3:3])=[CH:10][CH:9]=2)=[C:15]([OH:16])[C:14]=1[C:17]([CH3:19])=[O:18]. The yield is 0.860.